Dataset: Reaction yield outcomes from USPTO patents with 853,638 reactions. Task: Predict the reaction yield, written as a fraction of the theoretical maximum amount of product (1.0 means a 100% yield; for example, 0.34 means a 34% yield). The reactants are [F:1][C:2]1[CH:7]=[CH:6][C:5]([N:8]2[C:16]3[C:15]([CH3:17])=[CH:14][N:13]([CH2:18][C:19]([C:22]4[CH:27]=[CH:26][C:25]([O:28][CH3:29])=[CH:24][CH:23]=4)([OH:21])[CH3:20])[CH:12]([CH3:30])[C:11]=3[N:10]=[N:9]2)=[CH:4][CH:3]=1.C([O-])=O.[NH4+]. The product is [F:1][C:2]1[CH:7]=[CH:6][C:5]([N:8]2[C:16]3[CH:15]([CH3:17])[CH2:14][N:13]([CH2:18][C:19]([C:22]4[CH:23]=[CH:24][C:25]([O:28][CH3:29])=[CH:26][CH:27]=4)([OH:21])[CH3:20])[CH:12]([CH3:30])[C:11]=3[N:10]=[N:9]2)=[CH:4][CH:3]=1. The yield is 0.460. The catalyst is CO.[Pd].